This data is from CYP1A2 inhibition data for predicting drug metabolism from PubChem BioAssay. The task is: Regression/Classification. Given a drug SMILES string, predict its absorption, distribution, metabolism, or excretion properties. Task type varies by dataset: regression for continuous measurements (e.g., permeability, clearance, half-life) or binary classification for categorical outcomes (e.g., BBB penetration, CYP inhibition). Dataset: cyp1a2_veith. (1) The molecule is CC1CCC(=NNC(=O)Cc2ccccc2)CC1. The result is 0 (non-inhibitor). (2) The drug is O=C(Cc1csc(Nc2nc(=S)[nH]c3ccccc23)n1)NCc1cccc(Cl)c1. The result is 1 (inhibitor).